From a dataset of Forward reaction prediction with 1.9M reactions from USPTO patents (1976-2016). Predict the product of the given reaction. (1) Given the reactants [OH:1][C:2]1[CH:11]=[CH:10][C:5]([C:6]([NH:8][NH2:9])=[O:7])=[CH:4][CH:3]=1.[Cl:12][C:13]1[C:20]([C:21]([F:24])([F:23])[F:22])=[CH:19][CH:18]=[CH:17][C:14]=1[CH:15]=O, predict the reaction product. The product is: [Cl:12][C:13]1[C:20]([C:21]([F:22])([F:23])[F:24])=[CH:19][CH:18]=[CH:17][C:14]=1[CH:15]=[N:9][NH:8][C:6](=[O:7])[C:5]1[CH:10]=[CH:11][C:2]([OH:1])=[CH:3][CH:4]=1. (2) Given the reactants N1C=CC=CC=1.CN(C=O)C.S(Cl)(Cl)=O.C(O[C:21]([N:23]1[CH2:28][CH2:27][N:26]([C:29]([O:31][C:32]([CH3:35])([CH3:34])[CH3:33])=[O:30])[CH2:25][CH:24]1[C:36]([OH:38])=[O:37])=[O:22])(C)(C)C, predict the reaction product. The product is: [O:37]=[C:36]1[CH:24]2[CH2:25][N:26]([C:29]([O:31][C:32]([CH3:33])([CH3:34])[CH3:35])=[O:30])[CH2:27][CH2:28][N:23]2[C:21](=[O:22])[O:38]1.